Regression. Given two drug SMILES strings and cell line genomic features, predict the synergy score measuring deviation from expected non-interaction effect. From a dataset of NCI-60 drug combinations with 297,098 pairs across 59 cell lines. Cell line: M14. Drug 2: CN1C2=C(C=C(C=C2)N(CCCl)CCCl)N=C1CCCC(=O)O.Cl. Synergy scores: CSS=16.0, Synergy_ZIP=-6.42, Synergy_Bliss=-5.97, Synergy_Loewe=-91.1, Synergy_HSA=-5.35. Drug 1: C1C(C(OC1N2C=C(C(=O)NC2=O)F)CO)O.